The task is: Binary Classification. Given a drug SMILES string, predict its activity (active/inactive) in a high-throughput screening assay against a specified biological target.. This data is from HIV replication inhibition screening data with 41,000+ compounds from the AIDS Antiviral Screen. (1) The drug is NC(=O)c1ncn(CCCCCO)c1N. The result is 0 (inactive). (2) The molecule is CC12CC(OC(=O)C1(C)O)C(C1(O)CCC3C4CC5OC56CC=CC(=O)C6(C)C4CCC31C)C2. The result is 0 (inactive). (3) The compound is CC1(C)OC2OC(COC(=O)c3ccc(C#N)cc3)C3OC(C)(C)OC3C2O1. The result is 0 (inactive). (4) The drug is C=C1C2CCC3C(CCC4C5(C)CCCC43C3OCCN3C5)(C2)C1OC(C)=O. The result is 0 (inactive). (5) The molecule is NC(=O)CCC(F)(C(N)=O)C(N)=O. The result is 0 (inactive). (6) The compound is O=C(c1ccc(Cl)cc1)N1CC1. The result is 0 (inactive). (7) The drug is CC(C)CCCC(C)C1CCC2C3CC=C4CC(OP(=O)(O)O)CCC4(C)C3CCC12C. The result is 0 (inactive). (8) The result is 0 (inactive). The drug is COc1cc2c3c(n(C)c(=O)c2cc1OC)-c1cc2c(cc1C3=O)OCO2. (9) The drug is Cc1cc(C)c(OC(=O)Nc2cccc3ccccc23)c(-c2ccccc2)c1. The result is 0 (inactive).